This data is from Forward reaction prediction with 1.9M reactions from USPTO patents (1976-2016). The task is: Predict the product of the given reaction. (1) Given the reactants [F:1][C:2]1[CH:10]=[CH:9][C:8]([C:11]([F:14])([F:13])[F:12])=[CH:7][C:3]=1[C:4]([OH:6])=O.CN(C(ON1N=NC2C=CC=NC1=2)=[N+](C)C)C.F[P-](F)(F)(F)(F)F.CCN(C(C)C)C(C)C.[I-].[CH2:49]([N+:53]1[N:57]=[C:56]([CH3:58])[S:55][C:54]=1[CH3:59])[CH2:50][CH2:51][CH3:52], predict the reaction product. The product is: [CH2:49]([N:53]1[N:57]=[C:56]([CH3:58])[S:55]/[C:54]/1=[CH:59]\[C:4]([C:3]1[CH:7]=[C:8]([C:11]([F:14])([F:13])[F:12])[CH:9]=[CH:10][C:2]=1[F:1])=[O:6])[CH2:50][CH2:51][CH3:52]. (2) Given the reactants [O:1]=[C:2]1[CH2:6][CH2:5][C@@H:4]([C:7]2[CH:17]=[CH:16][C:10]([O:11][CH2:12][C:13](O)=[O:14])=[CH:9][CH:8]=2)[CH2:3]1.C1N=C[N:20](C(N2C=NC=C2)=O)C=1.[OH-].[NH4+].O, predict the reaction product. The product is: [O:1]=[C:2]1[CH2:6][CH2:5][C@@H:4]([C:7]2[CH:17]=[CH:16][C:10]([O:11][CH2:12][C:13]([NH2:20])=[O:14])=[CH:9][CH:8]=2)[CH2:3]1. (3) Given the reactants Br[C:2]1[C:10]2[NH:9][C:8]3[CH:11]4[CH2:17][CH2:16][N:14]([CH2:15][C:7]=3[C:6]=2[CH:5]=[CH:4][CH:3]=1)[CH2:13][CH2:12]4.Cl.[C:19]([C:21]1[CH:26]=[CH:25][N:24]=[CH:23][CH:22]=1)#[CH:20].[O-]S([O-])(=O)=O.[Mg+2], predict the reaction product. The product is: [N:24]1[CH:25]=[CH:26][C:21]([C:19]#[C:20][C:2]2[C:10]3[NH:9][C:8]4[CH:11]5[CH2:17][CH2:16][N:14]([CH2:15][C:7]=4[C:6]=3[CH:5]=[CH:4][CH:3]=2)[CH2:13][CH2:12]5)=[CH:22][CH:23]=1. (4) Given the reactants C([O:4][C@H:5]1[C@@H:8]([C:9]2([CH3:13])[CH2:12][O:11][CH2:10]2)[NH:7][C:6]1=[O:14])(=O)C.[CH2:15]([Si:17](Cl)([CH2:20][CH3:21])[CH2:18][CH3:19])[CH3:16], predict the reaction product. The product is: [CH3:13][C:9]1([C@H:8]2[NH:7][C:6](=[O:14])[C@H:5]2[O:4][Si:17]([CH2:20][CH3:21])([CH2:18][CH3:19])[CH2:15][CH3:16])[CH2:10][O:11][CH2:12]1.